This data is from NCI-60 drug combinations with 297,098 pairs across 59 cell lines. The task is: Regression. Given two drug SMILES strings and cell line genomic features, predict the synergy score measuring deviation from expected non-interaction effect. Drug 1: C1=C(C(=O)NC(=O)N1)F. Drug 2: CC(C)(C#N)C1=CC=C(C=C1)N2C3=C4C=C(C=CC4=NC=C3N(C2=O)C)C5=CC6=CC=CC=C6N=C5. Cell line: NCI-H460. Synergy scores: CSS=64.7, Synergy_ZIP=3.19, Synergy_Bliss=0.811, Synergy_Loewe=3.48, Synergy_HSA=9.00.